Predict which catalyst facilitates the given reaction. From a dataset of Catalyst prediction with 721,799 reactions and 888 catalyst types from USPTO. Reactant: [CH:1]1[C:6]([NH2:7])=[CH:5][CH:4]=[C:3]([OH:8])[CH:2]=1.[C:9](Cl)(=[O:13])[C:10]([CH3:12])=[CH2:11]. Product: [C:9]([NH:7][C:6]1[CH:5]=[CH:4][C:3]([OH:8])=[CH:2][CH:1]=1)(=[O:13])[C:10]([CH3:12])=[CH2:11]. The catalyst class is: 80.